This data is from Full USPTO retrosynthesis dataset with 1.9M reactions from patents (1976-2016). The task is: Predict the reactants needed to synthesize the given product. (1) Given the product [NH2:1][C:2]1[CH:9]=[C:8]2[O:10][CH2:11][O:12][C:7]2=[CH:6][C:3]=1[C:4]([CH2:13][C:14]1[CH:19]=[CH:18][CH:17]=[CH:16][CH:15]=1)=[O:23], predict the reactants needed to synthesize it. The reactants are: [NH2:1][C:2]1[CH:9]=[C:8]2[O:10][CH2:11][O:12][C:7]2=[CH:6][C:3]=1[C:4]#N.[CH2:13]([Mg]Cl)[C:14]1[CH:19]=[CH:18][CH:17]=[CH:16][CH:15]=1.O.[OH:23]S(O)(=O)=O. (2) Given the product [OH:17][CH2:16][C:15]1[N:11]([CH2:10][CH2:9][NH:8][C:6](=[O:7])[O:5][C:1]([CH3:4])([CH3:2])[CH3:3])[N:12]=[C:13]([C:20]2[CH:25]=[CH:24][CH:23]=[CH:22][CH:21]=2)[CH:14]=1, predict the reactants needed to synthesize it. The reactants are: [C:1]([O:5][C:6]([NH:8][CH2:9][CH2:10][N:11]1[C:15]([C:16](OC)=[O:17])=[CH:14][C:13]([C:20]2[CH:25]=[CH:24][CH:23]=[CH:22][CH:21]=2)=[N:12]1)=[O:7])([CH3:4])([CH3:3])[CH3:2].[BH4-].[Na+].